Predict which catalyst facilitates the given reaction. From a dataset of Catalyst prediction with 721,799 reactions and 888 catalyst types from USPTO. (1) Reactant: I[C:2]1[O:3][CH:4]=[C:5]([C:7]2[CH:21]=[CH:20][CH:19]=[CH:18][C:8]=2[CH2:9][NH:10][C:11](=[O:17])[O:12][C:13]([CH3:16])([CH3:15])[CH3:14])[N:6]=1. Product: [O:3]1[CH:4]=[C:5]([C:7]2[CH:21]=[CH:20][CH:19]=[CH:18][C:8]=2[CH2:9][NH:10][C:11](=[O:17])[O:12][C:13]([CH3:16])([CH3:15])[CH3:14])[N:6]=[CH:2]1. The catalyst class is: 50. (2) Reactant: [CH3:1][O:2][C:3]1[CH:4]=[C:5]([CH2:11][CH2:12][NH:13][C:14](=[O:25])[C:15]([C:18]2[CH:23]=[CH:22][C:21]([Cl:24])=[CH:20][CH:19]=2)=[CH:16][OH:17])[CH:6]=[CH:7][C:8]=1[O:9][CH3:10].[H-].[Na+].CN(C)C=O.Br[CH2:34][F:35]. Product: [CH3:1][O:2][C:3]1[CH:4]=[C:5]([CH2:11][CH2:12][NH:13][C:14](=[O:25])[C:15]([C:18]2[CH:23]=[CH:22][C:21]([Cl:24])=[CH:20][CH:19]=2)=[CH:16][O:17][CH2:34][F:35])[CH:6]=[CH:7][C:8]=1[O:9][CH3:10]. The catalyst class is: 6. (3) Reactant: [C:1]1([C@:7]23[CH2:12][C@H:11]2[CH2:10][O:9][C:8]3=[O:13])[CH:6]=[CH:5][CH:4]=[CH:3][CH:2]=1.[Al+3].[Cl-].[Cl-].[Cl-].[CH2:18]([NH:25][CH3:26])[C:19]1[CH:24]=[CH:23][CH:22]=[CH:21][CH:20]=1. Product: [CH2:18]([N:25]([CH3:26])[C:8]([C@@:7]1([C:1]2[CH:6]=[CH:5][CH:4]=[CH:3][CH:2]=2)[CH2:12][C@H:11]1[CH2:10][OH:9])=[O:13])[C:19]1[CH:24]=[CH:23][CH:22]=[CH:21][CH:20]=1. The catalyst class is: 168. (4) Reactant: C([N:8]1[CH:12]=[C:11]([C:13]2[N:21](COCC[Si](C)(C)C)[C:20]3[C:19](=[O:30])[N:18]([CH2:31][CH2:32][CH3:33])[C:17](Cl)=[N:16][C:15]=3[N:14]=2)[CH:10]=[N:9]1)C1C=CC=CC=1.C1CCCCC=1. Product: [CH2:31]([N:18]1[C:19](=[O:30])[C:20]2[NH:21][C:13]([C:11]3[CH:12]=[N:8][NH:9][CH:10]=3)=[N:14][C:15]=2[N:16]=[CH:17]1)[CH2:32][CH3:33]. The catalyst class is: 261. (5) Reactant: [CH:1]1([C:4]#[C:5][C:6]2[CH:7]=[CH:8][C:9]([C:12]([O:14]C)=[O:13])=[N:10][CH:11]=2)[CH2:3][CH2:2]1.[OH-].[K+]. Product: [CH:1]1([C:4]#[C:5][C:6]2[CH:7]=[CH:8][C:9]([C:12]([OH:14])=[O:13])=[N:10][CH:11]=2)[CH2:3][CH2:2]1. The catalyst class is: 5. (6) Reactant: Cl[C:2]1[N:7]=[N:6][C:5]([C:8]#[N:9])=[CH:4][CH:3]=1.[F:10][C:11]1[C:12]([C:17]2([CH2:21][NH2:22])[CH2:20][CH2:19][CH2:18]2)=[N:13][CH:14]=[CH:15][CH:16]=1.C(N(CC)CC)C.CN1C(=O)CCC1. Product: [F:10][C:11]1[C:12]([C:17]2([CH2:21][NH:22][C:2]3[N:7]=[N:6][C:5]([C:8]#[N:9])=[CH:4][CH:3]=3)[CH2:20][CH2:19][CH2:18]2)=[N:13][CH:14]=[CH:15][CH:16]=1. The catalyst class is: 69. (7) Reactant: [CH3:1][N:2]1[CH2:6][CH2:5][C:4]2([CH2:11][CH2:10][N:9](C(OC(C)(C)C)=O)[CH2:8][CH2:7]2)[CH2:3]1.[ClH:19]. Product: [ClH:19].[CH3:1][N:2]1[CH2:6][CH2:5][C:4]2([CH2:11][CH2:10][NH:9][CH2:8][CH2:7]2)[CH2:3]1. The catalyst class is: 5. (8) Reactant: COC1C=C(OC)C=CC=1C[N:6]1[C:15]2[C:10](=[CH:11][C:12]([F:21])=[C:13]([C:16]3[O:17][CH:18]=[CH:19][CH:20]=3)[N:14]=2)[C:9](=[O:22])[C:8]([C:23]([OH:25])=[O:24])=[CH:7]1. Product: [F:21][C:12]1[CH:11]=[C:10]2[C:15](=[N:14][C:13]=1[C:16]1[O:17][CH:18]=[CH:19][CH:20]=1)[NH:6][CH:7]=[C:8]([C:23]([OH:25])=[O:24])[C:9]2=[O:22]. The catalyst class is: 55. (9) The catalyst class is: 4. Product: [N:34]1[CH:35]=[CH:36][CH:37]=[CH:38][C:33]=1[C:27]1[O:26][N:25]=[C:24]([C:22]2[O:21][N:20]=[C:19]([C:16]3[CH:17]=[CH:18][C:13]([CH2:12][N:10]4[CH2:11][CH:8]([C:6]([OH:7])=[O:5])[CH2:9]4)=[CH:14][CH:15]=3)[N:23]=2)[C:28]=1[C:29]([F:31])([F:30])[F:32]. Reactant: C([O:5][C:6]([CH:8]1[CH2:11][N:10]([CH2:12][C:13]2[CH:18]=[CH:17][C:16]([C:19]3[N:23]=[C:22]([C:24]4[C:28]([C:29]([F:32])([F:31])[F:30])=[C:27]([C:33]5[CH:38]=[CH:37][CH:36]=[CH:35][N:34]=5)[O:26][N:25]=4)[O:21][N:20]=3)=[CH:15][CH:14]=2)[CH2:9]1)=[O:7])(C)(C)C.FC(F)(F)C(O)=O. (10) Reactant: [NH:1]1[C:5]2=[N:6][CH:7]=[CH:8][CH:9]=[C:4]2[CH:3]=[CH:2]1.Cl.[CH3:11][NH:12][CH3:13].[CH2:14]=O. Product: [CH3:11][N:12]([CH3:14])[CH2:13][C:3]1[C:4]2[C:5](=[N:6][CH:7]=[CH:8][CH:9]=2)[NH:1][CH:2]=1. The catalyst class is: 32.